Regression. Given a peptide amino acid sequence and an MHC pseudo amino acid sequence, predict their binding affinity value. This is MHC class I binding data. From a dataset of Peptide-MHC class I binding affinity with 185,985 pairs from IEDB/IMGT. (1) The peptide sequence is KLLARFLFE. The MHC is HLA-A02:12 with pseudo-sequence HLA-A02:12. The binding affinity (normalized) is 0.0847. (2) The peptide sequence is VAASIIGILH. The binding affinity (normalized) is 0.145. The MHC is HLA-A11:01 with pseudo-sequence HLA-A11:01. (3) The peptide sequence is KNMYELQK. The MHC is Mamu-B08 with pseudo-sequence Mamu-B08. The binding affinity (normalized) is 0.0870. (4) The peptide sequence is LALLSIWYI. The MHC is H-2-Kb with pseudo-sequence H-2-Kb. The binding affinity (normalized) is 0.228. (5) The peptide sequence is ALAPSTMKI. The MHC is HLA-A02:01 with pseudo-sequence HLA-A02:01. The binding affinity (normalized) is 0.864. (6) The peptide sequence is AEYKLQQGTF. The MHC is HLA-B44:02 with pseudo-sequence HLA-B44:02. The binding affinity (normalized) is 0.689. (7) The peptide sequence is GSVNVVYTF. The MHC is HLA-B51:01 with pseudo-sequence HLA-B51:01. The binding affinity (normalized) is 0. (8) The peptide sequence is NLERETGLSA. The MHC is HLA-A02:06 with pseudo-sequence HLA-A02:06. The binding affinity (normalized) is 0.111.